Dataset: Full USPTO retrosynthesis dataset with 1.9M reactions from patents (1976-2016). Task: Predict the reactants needed to synthesize the given product. Given the product [C:1]([O:5][C:6]([N:8]1[CH2:12][CH2:11][C@@H:10]([OH:13])[C@H:9]1[C:14]([O:16][CH2:23][C:24]1[CH:29]=[CH:28][CH:27]=[CH:26][CH:25]=1)=[O:15])=[O:7])([CH3:4])([CH3:2])[CH3:3], predict the reactants needed to synthesize it. The reactants are: [C:1]([O:5][C:6]([N:8]1[CH2:12][CH2:11][C@@H:10]([OH:13])[C@H:9]1[C:14]([OH:16])=[O:15])=[O:7])([CH3:4])([CH3:3])[CH3:2].C([O-])([O-])=O.[Cs+].[Cs+].[CH2:23](Br)[C:24]1[CH:29]=[CH:28][CH:27]=[CH:26][CH:25]=1.